Dataset: Retrosynthesis with 50K atom-mapped reactions and 10 reaction types from USPTO. Task: Predict the reactants needed to synthesize the given product. (1) Given the product CCOC(=O)c1cc(Cl)c(CN2CC[C@@H](NC(=O)OC(C)(C)C)C2)c(C(F)(F)F)c1, predict the reactants needed to synthesize it. The reactants are: CC(C)(C)OC(=O)N[C@@H]1CCNC1.CCOC(=O)c1cc(Cl)c(C=O)c(C(F)(F)F)c1. (2) Given the product COCCN(C)c1ccc(I)cc1[N+](=O)[O-], predict the reactants needed to synthesize it. The reactants are: CNCCOC.O=[N+]([O-])c1cc(I)ccc1F. (3) Given the product CCC(NCCCC(=O)OC)C(=O)OC, predict the reactants needed to synthesize it. The reactants are: CC[C@@H](Br)C(=O)OC.COC(=O)CCCN. (4) Given the product C[C@@H](c1ccc(-c2ccnc(N3CCOCC3)n2)cc1)N1CC[C@](CC(C)(C)O)(c2ccccc2)OC1=O, predict the reactants needed to synthesize it. The reactants are: Brc1ccnc(N2CCOCC2)n1.C[C@@H](c1ccc(B2OC(C)(C)C(C)(C)O2)cc1)N1CC[C@](CC(C)(C)O)(c2ccccc2)OC1=O. (5) Given the product COC(=O)c1cc(C#N)cc(N)c1O, predict the reactants needed to synthesize it. The reactants are: COC(=O)c1cc(C#N)cc([N+](=O)[O-])c1O. (6) Given the product CC(C)C[C@H]1C(=O)N[C@@H](C2CCC2)CN1C(=O)c1cc(-c2ccc(F)cc2)on1, predict the reactants needed to synthesize it. The reactants are: CC(C)C[C@@H]1NC[C@H](C2CCC2)NC1=O.O=C(O)c1cc(-c2ccc(F)cc2)on1.